From a dataset of Reaction yield outcomes from USPTO patents with 853,638 reactions. Predict the reaction yield, written as a fraction of the theoretical maximum amount of product (1.0 means a 100% yield; for example, 0.34 means a 34% yield). (1) The yield is 0.470. The product is [OH2:3].[OH2:3].[ClH:21].[F:17][C:13]1[CH:12]=[C:11]([C:7]2[N:6]=[C:5]([CH:4]=[O:3])[N:9]([CH3:10])[N:8]=2)[CH:16]=[CH:15][CH:14]=1. The reactants are C([O:3][CH:4](OCC)[C:5]1[N:9]([CH3:10])[N:8]=[C:7]([C:11]2[CH:16]=[CH:15][CH:14]=[C:13]([F:17])[CH:12]=2)[N:6]=1)C.[ClH:21]. No catalyst specified. (2) The reactants are [Cl:1][C:2]1[C:8]([C:9]([F:12])([F:11])[F:10])=[CH:7][C:5]([NH2:6])=[CH:4][CH:3]=1.[C:13](N1C=CN=C1)(N1C=CN=C1)=[O:14].[NH2:25][C:26]1[CH:41]=[CH:40][C:29]([O:30][C:31]2[CH:36]=[CH:35][N:34]=[C:33]([C:37]([NH2:39])=[O:38])[CH:32]=2)=[CH:28][CH:27]=1.CCOC(C)=O. The catalyst is ClC(Cl)C.C1COCC1. The product is [Cl:1][C:2]1[CH:3]=[CH:4][C:5]([NH:6][C:13]([NH:25][C:26]2[CH:41]=[CH:40][C:29]([O:30][C:31]3[CH:36]=[CH:35][N:34]=[C:33]([C:37](=[O:38])[NH2:39])[CH:32]=3)=[CH:28][CH:27]=2)=[O:14])=[CH:7][C:8]=1[C:9]([F:10])([F:11])[F:12]. The yield is 0.820. (3) The reactants are [Li]OC(C)=O.FC(F)(F)S(O[C:12]1[CH:17]=[CH:16][CH:15]=[CH:14][CH:13]=1)(=O)=O.[C:20]([O:24]/[C:25](/[O:28][Si](C)(C)C)=[CH:26]\[CH3:27])([CH3:23])([CH3:22])[CH3:21]. The catalyst is CCCCCCCCCCCC. The product is [C:12]1([C@H:26]([CH3:27])[C:25]([O:24][C:20]([CH3:23])([CH3:22])[CH3:21])=[O:28])[CH:17]=[CH:16][CH:15]=[CH:14][CH:13]=1. The yield is 0.930. (4) The reactants are [CH3:1][N:2]1[CH:7]=[C:6](B2OC(C)(C)C(C)(C)O2)[CH:5]=[C:4]([NH:17][C:18]2[CH:27]=[C:21]3[CH2:22][N:23]([CH3:26])[CH2:24][CH2:25][N:20]3[N:19]=2)[C:3]1=[O:28].[C:29]([C:33]1[CH:34]=[C:35]2[C:40](=[C:41]([F:43])[CH:42]=1)[C:39](=[O:44])[N:38]([C:45]1[N:52]=[CH:51][CH:50]=[C:49](Cl)[C:46]=1[CH:47]=[O:48])[N:37]=[CH:36]2)([CH3:32])([CH3:31])[CH3:30].[O-]P([O-])([O-])=O.[K+].[K+].[K+].C([O-])(=O)C.[Na+]. The catalyst is C1C=CC(P(C2C=CC=CC=2)[C-]2C=CC=C2)=CC=1.C1C=CC(P(C2C=CC=CC=2)[C-]2C=CC=C2)=CC=1.Cl[Pd]Cl.[Fe+2].O.C(#N)C. The product is [C:29]([C:33]1[CH:34]=[C:35]2[C:40](=[C:41]([F:43])[CH:42]=1)[C:39](=[O:44])[N:38]([C:45]1[N:52]=[CH:51][CH:50]=[C:49]([C:6]3[CH:5]=[C:4]([NH:17][C:18]4[CH:27]=[C:21]5[CH2:22][N:23]([CH3:26])[CH2:24][CH2:25][N:20]5[N:19]=4)[C:3](=[O:28])[N:2]([CH3:1])[CH:7]=3)[C:46]=1[CH:47]=[O:48])[N:37]=[CH:36]2)([CH3:32])([CH3:30])[CH3:31]. The yield is 0.650. (5) The reactants are [CH2:1]([O:4][C:5]1[CH:6]=[C:7]([CH2:11]O)[CH:8]=[CH:9][CH:10]=1)[CH:2]=[CH2:3].C(Br)(Br)(Br)[Br:14].C1(P(C2C=CC=CC=2)C2C=CC=CC=2)C=CC=CC=1. The catalyst is C1COCC1. The product is [CH2:1]([O:4][C:5]1[CH:10]=[CH:9][CH:8]=[C:7]([CH2:11][Br:14])[CH:6]=1)[CH:2]=[CH2:3]. The yield is 0.240. (6) The reactants are [NH2:1][C:2]1[CH:6]=[C:5]([C:7]2[CH:12]=[CH:11][N:10]=[CH:9][CH:8]=2)[S:4][C:3]=1[C:13]([NH2:15])=[O:14].O.[C:17]1([CH3:27])[CH:22]=[CH:21][C:20](S(O)(=O)=O)=CC=1.C1(=O)CCCC1. The catalyst is C1(C)C=CC=CC=1. The product is [N:10]1[CH:9]=[CH:8][C:7]([C:5]2[S:4][C:3]3[C:13](=[O:14])[NH:15][C:20]4([CH2:21][CH2:22][CH2:17][CH2:27]4)[NH:1][C:2]=3[CH:6]=2)=[CH:12][CH:11]=1. The yield is 0.720. (7) The reactants are [F:1][C:2]1[CH:7]=[CH:6][CH:5]=[CH:4][C:3]=1[N:8]1[C:16]2[C:11](=[C:12]([N:17]3[CH2:21][CH2:20][N:19]([CH2:22][C:23]([O:25]C(C)(C)C)=[O:24])[C:18]3=[O:30])[CH:13]=[CH:14][CH:15]=2)[CH:10]=[N:9]1.FC(F)(F)C(O)=O. The catalyst is C(Cl)Cl. The product is [F:1][C:2]1[CH:7]=[CH:6][CH:5]=[CH:4][C:3]=1[N:8]1[C:16]2[C:11](=[C:12]([N:17]3[CH2:21][CH2:20][N:19]([CH2:22][C:23]([OH:25])=[O:24])[C:18]3=[O:30])[CH:13]=[CH:14][CH:15]=2)[CH:10]=[N:9]1. The yield is 0.990.